Dataset: Peptide-MHC class I binding affinity with 185,985 pairs from IEDB/IMGT. Task: Regression. Given a peptide amino acid sequence and an MHC pseudo amino acid sequence, predict their binding affinity value. This is MHC class I binding data. (1) The peptide sequence is LEYSNQNE. The MHC is H-2-Db with pseudo-sequence H-2-Db. The binding affinity (normalized) is 0. (2) The peptide sequence is VPWSKILAY. The MHC is HLA-A30:01 with pseudo-sequence HLA-A30:01. The binding affinity (normalized) is 0.101. (3) The peptide sequence is TFKIDAVRYY. The MHC is HLA-A03:01 with pseudo-sequence HLA-A03:01. The binding affinity (normalized) is 0. (4) The peptide sequence is VPADHRLAF. The binding affinity (normalized) is 0.0847. The MHC is HLA-B58:01 with pseudo-sequence HLA-B58:01. (5) The MHC is HLA-A02:50 with pseudo-sequence HLA-A02:50. The binding affinity (normalized) is 1.00. The peptide sequence is MMFDAMGAL. (6) The peptide sequence is VTLTMQRL. The MHC is Mamu-A01 with pseudo-sequence Mamu-A01. The binding affinity (normalized) is 0.260.